This data is from Reaction yield outcomes from USPTO patents with 853,638 reactions. The task is: Predict the reaction yield, written as a fraction of the theoretical maximum amount of product (1.0 means a 100% yield; for example, 0.34 means a 34% yield). (1) The reactants are [CH3:1][N:2]([CH3:9])[C:3](SC)=[CH:4][C:5]#[N:6].O.[NH2:11][NH2:12]. The catalyst is C(O)C. The product is [CH3:1][N:2]([CH3:9])[C:3]1[NH:12][N:11]=[C:5]([NH2:6])[CH:4]=1. The yield is 0.690. (2) The catalyst is ClCCCl.CC(O)=O. The reactants are O([BH-](OC(C)=O)OC(C)=O)C(C)=O.[Na+].[Cl:15][C:16]1[N:21]=[C:20]([NH2:22])[CH:19]=[N:18][CH:17]=1.[CH:23]1([O:28][C:29]2[CH:30]=[C:31]([CH:34]=[CH:35][C:36]=2[O:37][CH3:38])[CH:32]=O)[CH2:27][CH2:26][CH2:25][CH2:24]1. The product is [Cl:15][C:16]1[N:21]=[C:20]([NH:22][CH2:32][C:31]2[CH:34]=[CH:35][C:36]([O:37][CH3:38])=[C:29]([O:28][CH:23]3[CH2:27][CH2:26][CH2:25][CH2:24]3)[CH:30]=2)[CH:19]=[N:18][CH:17]=1. The yield is 0.100.